This data is from Peptide-MHC class I binding affinity with 185,985 pairs from IEDB/IMGT. The task is: Regression. Given a peptide amino acid sequence and an MHC pseudo amino acid sequence, predict their binding affinity value. This is MHC class I binding data. The peptide sequence is WTCSRVIF. The MHC is Mamu-B01 with pseudo-sequence Mamu-B01. The binding affinity (normalized) is 0.